This data is from NCI-60 drug combinations with 297,098 pairs across 59 cell lines. The task is: Regression. Given two drug SMILES strings and cell line genomic features, predict the synergy score measuring deviation from expected non-interaction effect. (1) Cell line: MCF7. Drug 1: CN1C2=C(C=C(C=C2)N(CCCl)CCCl)N=C1CCCC(=O)O.Cl. Drug 2: C(CN)CNCCSP(=O)(O)O. Synergy scores: CSS=4.42, Synergy_ZIP=-0.223, Synergy_Bliss=2.11, Synergy_Loewe=2.88, Synergy_HSA=3.69. (2) Drug 1: CNC(=O)C1=CC=CC=C1SC2=CC3=C(C=C2)C(=NN3)C=CC4=CC=CC=N4. Drug 2: CCC1=CC2CC(C3=C(CN(C2)C1)C4=CC=CC=C4N3)(C5=C(C=C6C(=C5)C78CCN9C7C(C=CC9)(C(C(C8N6C)(C(=O)OC)O)OC(=O)C)CC)OC)C(=O)OC.C(C(C(=O)O)O)(C(=O)O)O. Cell line: NCI-H460. Synergy scores: CSS=53.6, Synergy_ZIP=6.55, Synergy_Bliss=7.33, Synergy_Loewe=-9.58, Synergy_HSA=7.45.